From a dataset of Peptide-MHC class I binding affinity with 185,985 pairs from IEDB/IMGT. Regression. Given a peptide amino acid sequence and an MHC pseudo amino acid sequence, predict their binding affinity value. This is MHC class I binding data. (1) The peptide sequence is MSSSQDLSF. The MHC is HLA-B15:01 with pseudo-sequence HLA-B15:01. The binding affinity (normalized) is 0.744. (2) The peptide sequence is THADAHTQL. The MHC is HLA-B46:01 with pseudo-sequence HLA-B46:01. The binding affinity (normalized) is 0.0847. (3) The peptide sequence is ARLGKGYMF. The MHC is HLA-A02:01 with pseudo-sequence HLA-A02:01. The binding affinity (normalized) is 0.0847. (4) The peptide sequence is MSDIFASEV. The MHC is HLA-A02:03 with pseudo-sequence HLA-A02:03. The binding affinity (normalized) is 0.459. (5) The peptide sequence is WTGNYFTDT. The MHC is HLA-A03:01 with pseudo-sequence HLA-A03:01. The binding affinity (normalized) is 0.